Dataset: Full USPTO retrosynthesis dataset with 1.9M reactions from patents (1976-2016). Task: Predict the reactants needed to synthesize the given product. (1) Given the product [Cl:25][C:21]1[CH:20]=[C:19]([CH:24]=[CH:23][CH:22]=1)[CH2:18][NH:1][C:2]1[CH:16]=[CH:15][C:5]2[C:6](=[O:14])[NH:7][C:8]3[C:13]([C:4]=2[CH:3]=1)=[CH:12][CH:11]=[CH:10][N:9]=3, predict the reactants needed to synthesize it. The reactants are: [NH2:1][C:2]1[CH:16]=[CH:15][C:5]2[C:6](=[O:14])[NH:7][C:8]3[C:13]([C:4]=2[CH:3]=1)=[CH:12][CH:11]=[CH:10][N:9]=3.Br[CH2:18][C:19]1[CH:24]=[CH:23][CH:22]=[C:21]([Cl:25])[CH:20]=1. (2) The reactants are: [Br:1][C:2]1[N:7]=[C:6]([C:8]([OH:10])=O)[CH:5]=[CH:4][CH:3]=1.CN(C=O)C.C(Cl)(=O)C([Cl:19])=O. Given the product [Br:1][C:2]1[N:7]=[C:6]([C:8]([Cl:19])=[O:10])[CH:5]=[CH:4][CH:3]=1, predict the reactants needed to synthesize it. (3) Given the product [C:28]([N:27]=[C:26]([N:18]1[CH2:17][CH2:16][C:15]([CH2:21][C:22]#[N:23])([N:13]2[CH:14]=[C:10]([C:4]3[C:5]4[CH:9]=[CH:8][NH:7][C:6]=4[N:1]=[CH:2][N:3]=3)[CH:11]=[N:12]2)[CH2:20][CH2:19]1)[S:25][CH3:24])#[N:29], predict the reactants needed to synthesize it. The reactants are: [N:1]1[C:6]2[NH:7][CH:8]=[CH:9][C:5]=2[C:4]([C:10]2[CH:11]=[N:12][N:13]([C:15]3([CH2:21][C:22]#[N:23])[CH2:20][CH2:19][NH:18][CH2:17][CH2:16]3)[CH:14]=2)=[N:3][CH:2]=1.[CH3:24][S:25][C:26](SC)=[N:27][C:28]#[N:29].CS(C)=O.N1CCCCC1. (4) The reactants are: [CH2:1]([N:5]1[C:9](=[O:10])[C:8](Cl)=[C:7]([C:12]2[CH:17]=[CH:16][CH:15]=[CH:14][CH:13]=2)[S:6]1(=[O:19])=[O:18])[CH2:2][CH2:3][CH3:4].[NH2:20][C:21]1[CH:22]=[CH:23][C:24]2[O:28][C:27]([C:29]([O:31]C(C)(C)C)=[O:30])=[CH:26][C:25]=2[CH:36]=1. Given the product [CH2:1]([N:5]1[C:9](=[O:10])[C:8]([NH:20][C:21]2[CH:22]=[CH:23][C:24]3[O:28][C:27]([C:29]([OH:31])=[O:30])=[CH:26][C:25]=3[CH:36]=2)=[C:7]([C:12]2[CH:17]=[CH:16][CH:15]=[CH:14][CH:13]=2)[S:6]1(=[O:19])=[O:18])[CH2:2][CH2:3][CH3:4], predict the reactants needed to synthesize it. (5) The reactants are: [CH3:1][O:2][C:3]1[CH:4]=[C:5]([N:11]2[CH2:20][C:19]3[C:14](=[N:15][C:16](S(C)=O)=[N:17][CH:18]=3)[N:13]([CH2:24][CH3:25])[C:12]2=[O:26])[CH:6]=[C:7]([O:9][CH3:10])[CH:8]=1.[N:27]1[CH:32]=[CH:31][C:30]([CH2:33][NH:34][CH2:35][CH2:36][NH2:37])=[CH:29][CH:28]=1. Given the product [CH3:1][O:2][C:3]1[CH:4]=[C:5]([N:11]2[CH2:20][C:19]3[C:14](=[N:15][C:16]([NH:37][CH2:36][CH2:35][NH:34][CH2:33][C:30]4[CH:29]=[CH:28][N:27]=[CH:32][CH:31]=4)=[N:17][CH:18]=3)[N:13]([CH2:24][CH3:25])[C:12]2=[O:26])[CH:6]=[C:7]([O:9][CH3:10])[CH:8]=1, predict the reactants needed to synthesize it. (6) Given the product [CH3:1][O:2][C:3](=[O:29])[C:4]([NH2:21])([C:45]([O:48][C:51]([CH3:57])([CH3:56])[CH3:52])=[O:46])[CH2:5][S:6][CH2:7][C:8]1[CH:9]=[CH:10][C:11]([C:14]2[CH:15]=[CH:16][C:17]([C:35]3[CH:34]=[CH:33][C:32]4[O:31][CH2:30][O:38][C:37]=4[CH:36]=3)=[CH:18][CH:19]=2)=[CH:12][CH:13]=1, predict the reactants needed to synthesize it. The reactants are: [CH3:1][O:2][C:3](=[O:29])[CH:4]([NH:21]C(OC(C)(C)C)=O)[CH2:5][S:6][CH2:7][C:8]1[CH:13]=[CH:12][C:11]([C:14]2[CH:19]=[CH:18][C:17](Br)=[CH:16][CH:15]=2)=[CH:10][CH:9]=1.[CH2:30]1[O:38][C:37]2[CH:36]=[CH:35][C:34](B(O)O)=[CH:33][C:32]=2[O:31]1.C(O)C.[C:45]([O-:48])([O-])=[O:46].[Na+].[Na+].[C:51]1([CH3:57])[CH:56]=CC=C[CH:52]=1.